From a dataset of Forward reaction prediction with 1.9M reactions from USPTO patents (1976-2016). Predict the product of the given reaction. (1) Given the reactants F[C:2]1[C:7]([I:8])=[CH:6][CH:5]=[CH:4][N:3]=1.[NH:9]1[C:13]2[CH:14]=[CH:15][CH:16]=[CH:17][C:12]=2[N:11]=[C:10]1[C:18]([C:20]1[CH:25]=[CH:24][C:23]([OH:26])=[CH:22][CH:21]=1)=[O:19].C(=O)([O-])[O-].[Cs+].[Cs+], predict the reaction product. The product is: [NH:9]1[C:13]2[CH:14]=[CH:15][CH:16]=[CH:17][C:12]=2[N:11]=[C:10]1[C:18]([C:20]1[CH:25]=[CH:24][C:23]([O:26][C:2]2[C:7]([I:8])=[CH:6][CH:5]=[CH:4][N:3]=2)=[CH:22][CH:21]=1)=[O:19]. (2) The product is: [O:15]=[C:11]1[CH:10]=[C:9]([C:6]2[CH:5]=[CH:4][C:3]([C:2]([F:1])([F:16])[F:17])=[CH:8][N:7]=2)[CH:14]=[CH:13][N:12]1[C:19]1[CH:20]=[CH:21][C:22]2[C:23]3[CH2:41][N:40]([C:42]([O:44][C:45]([CH3:48])([CH3:47])[CH3:46])=[O:43])[CH2:39][CH2:38][C:24]=3[N:25]([S:28]([C:31]3[CH:32]=[CH:33][C:34]([CH3:35])=[CH:36][CH:37]=3)(=[O:30])=[O:29])[C:26]=2[CH:27]=1. Given the reactants [F:1][C:2]([F:17])([F:16])[C:3]1[CH:4]=[CH:5][C:6]([C:9]2[CH:14]=[CH:13][NH:12][C:11](=[O:15])[CH:10]=2)=[N:7][CH:8]=1.Br[C:19]1[CH:20]=[CH:21][C:22]2[C:23]3[CH2:41][N:40]([C:42]([O:44][C:45]([CH3:48])([CH3:47])[CH3:46])=[O:43])[CH2:39][CH2:38][C:24]=3[N:25]([S:28]([C:31]3[CH:37]=[CH:36][C:34]([CH3:35])=[CH:33][CH:32]=3)(=[O:30])=[O:29])[C:26]=2[CH:27]=1, predict the reaction product. (3) Given the reactants [CH2:1]([N:5]1[C:13]2[NH:12][CH:11]=[N:10][C:9]=2[C:8]2=[N:14][N:15]=[CH:16][N:7]2[C:6]1=[O:17])[CH:2]([CH3:4])[CH3:3].[Br:18]N1C(=O)CCC1=O, predict the reaction product. The product is: [Br:18][C:11]1[NH:12][C:13]2[N:5]([CH2:1][CH:2]([CH3:4])[CH3:3])[C:6](=[O:17])[N:7]3[CH:16]=[N:15][N:14]=[C:8]3[C:9]=2[N:10]=1. (4) Given the reactants [CH2:1]([O:4][CH2:5][CH2:6][CH2:7][N:8]1[CH2:13][CH2:12][C:11](=O)[CH2:10][CH2:9]1)[CH2:2][CH3:3].Cl.[NH2:16][OH:17], predict the reaction product. The product is: [CH2:1]([O:4][CH2:5][CH2:6][CH2:7][N:8]1[CH2:13][CH2:12][C:11](=[N:16][OH:17])[CH2:10][CH2:9]1)[CH2:2][CH3:3].